This data is from Peptide-MHC class I binding affinity with 185,985 pairs from IEDB/IMGT. The task is: Regression. Given a peptide amino acid sequence and an MHC pseudo amino acid sequence, predict their binding affinity value. This is MHC class I binding data. The peptide sequence is AFLLRHYYNK. The MHC is HLA-A31:01 with pseudo-sequence HLA-A31:01. The binding affinity (normalized) is 0.707.